This data is from Forward reaction prediction with 1.9M reactions from USPTO patents (1976-2016). The task is: Predict the product of the given reaction. Given the reactants Br[C:2]1[CH:25]=[CH:24][C:5]2[N:6]([C:20]([CH3:23])([CH3:22])[CH3:21])[C:7]([C:9]3[CH:14]=[CH:13][CH:12]=[CH:11][C:10]=3[N:15]3[CH:19]=[N:18][CH:17]=[N:16]3)=[N:8][C:4]=2[CH:3]=1.[B:26]1([B:26]2[O:30][C:29]([CH3:32])([CH3:31])[C:28]([CH3:34])([CH3:33])[O:27]2)[O:30][C:29]([CH3:32])([CH3:31])[C:28]([CH3:34])([CH3:33])[O:27]1.CC([O-])=O.[K+], predict the reaction product. The product is: [C:20]([N:6]1[C:5]2[CH:24]=[CH:25][C:2]([B:26]3[O:30][C:29]([CH3:32])([CH3:31])[C:28]([CH3:34])([CH3:33])[O:27]3)=[CH:3][C:4]=2[N:8]=[C:7]1[C:9]1[CH:14]=[CH:13][CH:12]=[CH:11][C:10]=1[N:15]1[CH:19]=[N:18][CH:17]=[N:16]1)([CH3:22])([CH3:21])[CH3:23].